This data is from NCI-60 drug combinations with 297,098 pairs across 59 cell lines. The task is: Regression. Given two drug SMILES strings and cell line genomic features, predict the synergy score measuring deviation from expected non-interaction effect. (1) Drug 1: CCCS(=O)(=O)NC1=C(C(=C(C=C1)F)C(=O)C2=CNC3=C2C=C(C=N3)C4=CC=C(C=C4)Cl)F. Drug 2: CC1=CC=C(C=C1)C2=CC(=NN2C3=CC=C(C=C3)S(=O)(=O)N)C(F)(F)F. Cell line: MDA-MB-231. Synergy scores: CSS=0.928, Synergy_ZIP=0.840, Synergy_Bliss=0.944, Synergy_Loewe=-1.74, Synergy_HSA=-1.39. (2) Drug 1: C1CCC(C1)C(CC#N)N2C=C(C=N2)C3=C4C=CNC4=NC=N3. Drug 2: COCCOC1=C(C=C2C(=C1)C(=NC=N2)NC3=CC=CC(=C3)C#C)OCCOC.Cl. Cell line: PC-3. Synergy scores: CSS=-2.23, Synergy_ZIP=-0.0820, Synergy_Bliss=-0.845, Synergy_Loewe=-2.48, Synergy_HSA=-2.48. (3) Drug 1: C1=CC(=CC=C1C#N)C(C2=CC=C(C=C2)C#N)N3C=NC=N3. Drug 2: CC(C)CN1C=NC2=C1C3=CC=CC=C3N=C2N. Cell line: SK-MEL-28. Synergy scores: CSS=-4.15, Synergy_ZIP=3.92, Synergy_Bliss=4.39, Synergy_Loewe=0.524, Synergy_HSA=-0.264. (4) Drug 1: CC(C1=C(C=CC(=C1Cl)F)Cl)OC2=C(N=CC(=C2)C3=CN(N=C3)C4CCNCC4)N. Drug 2: COC1=C(C=C2C(=C1)N=CN=C2NC3=CC(=C(C=C3)F)Cl)OCCCN4CCOCC4. Cell line: U251. Synergy scores: CSS=16.2, Synergy_ZIP=-3.72, Synergy_Bliss=0.627, Synergy_Loewe=0.350, Synergy_HSA=1.14. (5) Cell line: SF-268. Drug 2: CN(CCCl)CCCl.Cl. Drug 1: C1=NC2=C(N1)C(=S)N=CN2. Synergy scores: CSS=29.4, Synergy_ZIP=-5.69, Synergy_Bliss=-0.794, Synergy_Loewe=-12.2, Synergy_HSA=-0.398. (6) Drug 1: CCCS(=O)(=O)NC1=C(C(=C(C=C1)F)C(=O)C2=CNC3=C2C=C(C=N3)C4=CC=C(C=C4)Cl)F. Drug 2: CC1C(C(CC(O1)OC2CC(CC3=C2C(=C4C(=C3O)C(=O)C5=C(C4=O)C(=CC=C5)OC)O)(C(=O)C)O)N)O.Cl. Cell line: U251. Synergy scores: CSS=41.9, Synergy_ZIP=1.99, Synergy_Bliss=4.80, Synergy_Loewe=-40.5, Synergy_HSA=5.14. (7) Drug 1: CC1=C(C=C(C=C1)NC(=O)C2=CC=C(C=C2)CN3CCN(CC3)C)NC4=NC=CC(=N4)C5=CN=CC=C5. Drug 2: COC1=C2C(=CC3=C1OC=C3)C=CC(=O)O2. Cell line: PC-3. Synergy scores: CSS=-2.90, Synergy_ZIP=1.80, Synergy_Bliss=-0.481, Synergy_Loewe=-1.27, Synergy_HSA=-4.60. (8) Cell line: MDA-MB-231. Drug 1: CC1=C(C=C(C=C1)C(=O)NC2=CC(=CC(=C2)C(F)(F)F)N3C=C(N=C3)C)NC4=NC=CC(=N4)C5=CN=CC=C5. Drug 2: CC1CCC2CC(C(=CC=CC=CC(CC(C(=O)C(C(C(=CC(C(=O)CC(OC(=O)C3CCCCN3C(=O)C(=O)C1(O2)O)C(C)CC4CCC(C(C4)OC)OCCO)C)C)O)OC)C)C)C)OC. Synergy scores: CSS=-16.0, Synergy_ZIP=8.23, Synergy_Bliss=4.00, Synergy_Loewe=-21.2, Synergy_HSA=-17.6. (9) Drug 1: CC1=C(C=C(C=C1)NC(=O)C2=CC=C(C=C2)CN3CCN(CC3)C)NC4=NC=CC(=N4)C5=CN=CC=C5. Drug 2: CC1CCC2CC(C(=CC=CC=CC(CC(C(=O)C(C(C(=CC(C(=O)CC(OC(=O)C3CCCCN3C(=O)C(=O)C1(O2)O)C(C)CC4CCC(C(C4)OC)OCCO)C)C)O)OC)C)C)C)OC. Cell line: TK-10. Synergy scores: CSS=3.53, Synergy_ZIP=6.11, Synergy_Bliss=-0.998, Synergy_Loewe=-46.0, Synergy_HSA=-7.83.